From a dataset of Peptide-MHC class I binding affinity with 185,985 pairs from IEDB/IMGT. Regression. Given a peptide amino acid sequence and an MHC pseudo amino acid sequence, predict their binding affinity value. This is MHC class I binding data. (1) The peptide sequence is ILRPLGIEY. The MHC is HLA-B08:01 with pseudo-sequence HLA-B08:01. The binding affinity (normalized) is 0.0847. (2) The peptide sequence is LADTSLSGY. The MHC is HLA-A02:01 with pseudo-sequence HLA-A02:01. The binding affinity (normalized) is 0.0847. (3) The peptide sequence is FGGKWKDAIK. The MHC is Mamu-B8301 with pseudo-sequence Mamu-B8301. The binding affinity (normalized) is 0.350.